From a dataset of Forward reaction prediction with 1.9M reactions from USPTO patents (1976-2016). Predict the product of the given reaction. Given the reactants [CH3:1][C:2]1[CH:3]=[C:4]([CH3:19])[N:5]=[C:6]([NH:8][S:9]([C:12]2[CH:13]=[CH:14][C:15]([NH2:18])=[CH:16][CH:17]=2)(=[O:11])=[O:10])[N:7]=1.[CH2:20](Br)[C:21]1[CH:26]=[CH:25][CH:24]=[CH:23][CH:22]=1.C(=O)([O-])[O-].[Cs+].[Cs+], predict the reaction product. The product is: [CH2:20]([NH:18][C:15]1[CH:16]=[CH:17][C:12]([S:9]([NH:8][C:6]2[N:5]=[C:4]([CH3:19])[CH:3]=[C:2]([CH3:1])[N:7]=2)(=[O:11])=[O:10])=[CH:13][CH:14]=1)[C:21]1[CH:26]=[CH:25][CH:24]=[CH:23][CH:22]=1.